This data is from Forward reaction prediction with 1.9M reactions from USPTO patents (1976-2016). The task is: Predict the product of the given reaction. (1) The product is: [OH:2][C:3]1[CH:4]=[C:5]2[C:10](=[CH:11][CH:12]=1)[CH2:9][CH:8]([C:13]([OH:15])=[O:14])[CH2:7][CH2:6]2. Given the reactants C[O:2][C:3]1[CH:4]=[C:5]2[C:10](=[CH:11][CH:12]=1)[CH2:9][CH:8]([C:13]([O:15]C)=[O:14])[CH2:7][CH2:6]2, predict the reaction product. (2) Given the reactants [Br:1][C:2]1[CH:7]=[CH:6][C:5](I)=[CH:4][CH:3]=1.[CH2:9]([N:16]1[CH:20]=[C:19](B2OC(C)(C)C(C)(C)O2)[CH:18]=[N:17]1)[C:10]1[CH:15]=[CH:14][CH:13]=[CH:12][CH:11]=1.C([O-])(=O)C.[K+].C([O-])([O-])=O.[Cs+].[Cs+], predict the reaction product. The product is: [CH2:9]([N:16]1[CH:20]=[C:19]([C:5]2[CH:6]=[CH:7][C:2]([Br:1])=[CH:3][CH:4]=2)[CH:18]=[N:17]1)[C:10]1[CH:15]=[CH:14][CH:13]=[CH:12][CH:11]=1.